From a dataset of Catalyst prediction with 721,799 reactions and 888 catalyst types from USPTO. Predict which catalyst facilitates the given reaction. (1) Reactant: [N+:1]([C:4]1[CH:15]=[CH:14][C:7]2[CH2:8][CH2:9][CH2:10][C:11](=[O:13])[NH:12][C:6]=2[CH:5]=1)([O-:3])=[O:2].CN(C)CCN(C)C.[I:24][Si](C)(C)C.II. Product: [I:24][CH:10]1[C:11](=[O:13])[NH:12][C:6]2[CH:5]=[C:4]([N+:1]([O-:3])=[O:2])[CH:15]=[CH:14][C:7]=2[CH2:8][CH2:9]1. The catalyst class is: 2. (2) Product: [NH2:1][C:2]1[C:3]2[C:10]([C:41]3[CH:40]=[C:39]4[C:44](=[CH:43][CH:42]=3)[N:36]([C:34](=[O:35])[CH2:33][C:27]3[CH:28]=[C:29]([F:32])[CH:30]=[CH:31][C:26]=3[F:25])[CH2:37][CH2:38]4)=[CH:9][N:8]([CH:12]3[CH2:17][CH2:16][N:15]([C:18]([O:20][C:21]([CH3:24])([CH3:23])[CH3:22])=[O:19])[CH2:14][CH2:13]3)[C:4]=2[N:5]=[CH:6][N:7]=1. The catalyst class is: 77. Reactant: [NH2:1][C:2]1[C:3]2[C:10](Br)=[CH:9][N:8]([CH:12]3[CH2:17][CH2:16][N:15]([C:18]([O:20][C:21]([CH3:24])([CH3:23])[CH3:22])=[O:19])[CH2:14][CH2:13]3)[C:4]=2[N:5]=[CH:6][N:7]=1.[F:25][C:26]1[CH:31]=[CH:30][C:29]([F:32])=[CH:28][C:27]=1[CH2:33][C:34]([N:36]1[C:44]2[C:39](=[CH:40][C:41](B3OC(C)(C)C(C)(C)O3)=[CH:42][CH:43]=2)[CH2:38][CH2:37]1)=[O:35].C([O-])(O)=O.[Na+]. (3) Reactant: C(N(CC)CC)C.[CH:8]([C:10]1[C:18]2[C:13](=[CH:14][CH:15]=[C:16]([C:19]#[N:20])[CH:17]=2)[N:12]([CH3:21])[N:11]=1)=[O:9].[CH:22](=[N:29][C:30]1[CH:35]=[CH:34][CH:33]=[C:32]([O:36][CH3:37])[CH:31]=1)[C:23]1[CH:28]=[CH:27][CH:26]=[CH:25][CH:24]=1. Product: [CH3:37][O:36][C:32]1[CH:31]=[C:30]([NH:29][CH:22]([C:23]2[CH:28]=[CH:27][CH:26]=[CH:25][CH:24]=2)[C:8]([C:10]2[C:18]3[C:13](=[CH:14][CH:15]=[C:16]([C:19]#[N:20])[CH:17]=3)[N:12]([CH3:21])[N:11]=2)=[O:9])[CH:35]=[CH:34][CH:33]=1. The catalyst class is: 433. (4) Reactant: Br[C:2]1[CH:10]=[CH:9][C:8]2[N:7]3[CH2:11][C:12]([CH3:16])([CH3:15])[CH2:13][N:14]=[C:6]3[C:5]3([O:21][CH2:20][CH2:19][CH2:18][O:17]3)[C:4]=2[CH:3]=1.[CH2:22]([Sn](CCCC)(CCCC)C=C)[CH2:23]CC. Product: [CH3:15][C:12]1([CH3:16])[CH2:11][N:7]2[C:8]3[CH:9]=[CH:10][C:2]([CH:22]=[CH2:23])=[CH:3][C:4]=3[C:5]3([O:17][CH2:18][CH2:19][CH2:20][O:21]3)[C:6]2=[N:14][CH2:13]1. The catalyst class is: 12.